The task is: Predict the reactants needed to synthesize the given product.. This data is from Full USPTO retrosynthesis dataset with 1.9M reactions from patents (1976-2016). (1) Given the product [C:14]([C:9]1[NH:10][C:11]2[C:7]([CH:8]=1)=[CH:6][C:5]([C:3]([O:2][CH3:1])=[O:4])=[CH:13][CH:12]=2)(=[O:16])[NH2:18], predict the reactants needed to synthesize it. The reactants are: [CH3:1][O:2][C:3]([C:5]1[CH:6]=[C:7]2[C:11](=[CH:12][CH:13]=1)[NH:10][C:9]([C:14]([OH:16])=O)=[CH:8]2)=[O:4].[OH-].[NH4+:18]. (2) Given the product [Cl:53][C:50]1[CH:51]=[CH:52][C:47]([C:45]([C:44]2[C:43]([CH3:54])=[C:42]([CH3:55])[S:41][C:40]=2[NH:39][C:23]([C@@:19]2([NH:18][C:16](=[O:17])[O:15][CH2:14][CH:12]3[C:11]4[CH:10]=[CH:9][CH:8]=[CH:7][C:6]=4[C:5]4[C:13]3=[CH:1][CH:2]=[CH:3][CH:4]=4)[CH2:21][C@@H:20]2[CH3:22])=[O:24])=[O:46])=[CH:48][CH:49]=1, predict the reactants needed to synthesize it. The reactants are: [CH:1]1[C:13]2[CH:12]([CH2:14][O:15][C:16]([NH:18][C@:19]3([C:23](O)=[O:24])[CH2:21][C@@H:20]3[CH3:22])=[O:17])[C:11]3[C:6](=[CH:7][CH:8]=[CH:9][CH:10]=3)[C:5]=2[CH:4]=[CH:3][CH:2]=1.C(Cl)(=O)C(Cl)=O.C(N(CC)CC)C.[NH2:39][C:40]1[S:41][C:42]([CH3:55])=[C:43]([CH3:54])[C:44]=1[C:45]([C:47]1[CH:52]=[CH:51][C:50]([Cl:53])=[CH:49][CH:48]=1)=[O:46]. (3) Given the product [N:19]1([CH2:18][C:15]2[CH:16]=[CH:17][C:12]([CH2:11][N:9]3[CH:10]=[C:3]4[C:4]([N:5]=[CH:6][N:7]=[C:2]4[NH:40][CH2:39][C:26]4[C:27]([O:33][CH2:34][CH:35]5[CH2:36][O:37][CH2:38]5)=[CH:28][CH:29]=[C:30]([O:31][CH3:32])[C:25]=4[F:24])=[N:8]3)=[CH:13][CH:14]=2)[CH:23]=[CH:22][CH:21]=[N:20]1, predict the reactants needed to synthesize it. The reactants are: Cl[C:2]1[C:3]2[C:4](=[N:8][N:9]([CH2:11][C:12]3[CH:17]=[CH:16][C:15]([CH2:18][N:19]4[CH:23]=[CH:22][CH:21]=[N:20]4)=[CH:14][CH:13]=3)[CH:10]=2)[N:5]=[CH:6][N:7]=1.[F:24][C:25]1[C:30]([O:31][CH3:32])=[CH:29][CH:28]=[C:27]([O:33][CH2:34][CH:35]2[CH2:38][O:37][CH2:36]2)[C:26]=1[CH2:39][NH2:40].CCN(C(C)C)C(C)C.